Task: Predict the reaction yield, written as a fraction of the theoretical maximum amount of product (1.0 means a 100% yield; for example, 0.34 means a 34% yield).. Dataset: Reaction yield outcomes from USPTO patents with 853,638 reactions (1) The reactants are [Cl:1][C:2]1[CH:7]=[CH:6][C:5]([S:8]([CH:11]([C:25]2[CH:30]=[C:29]([F:31])[CH:28]=[CH:27][C:26]=2[F:32])[CH:12]2[CH2:17][CH2:16][N:15](C(OC(C)(C)C)=O)[CH2:14][CH2:13]2)(=[O:10])=[O:9])=[CH:4][CH:3]=1.FC(F)(F)C(O)=O. The catalyst is ClCCl.C(OCC)C. The product is [ClH:1].[Cl:1][C:2]1[CH:7]=[CH:6][C:5]([S:8]([CH:11]([C:25]2[CH:30]=[C:29]([F:31])[CH:28]=[CH:27][C:26]=2[F:32])[CH:12]2[CH2:17][CH2:16][NH:15][CH2:14][CH2:13]2)(=[O:9])=[O:10])=[CH:4][CH:3]=1. The yield is 0.970. (2) The reactants are [NH2:1][C:2]1[CH:3]=[C:4]([C:8]2([OH:25])[CH:13]3[CH2:14][CH2:15][CH:9]2[CH2:10][N:11]([CH2:16][C:17]2[CH:22]=[CH:21][C:20]([O:23][CH3:24])=[CH:19][CH:18]=2)[CH2:12]3)[CH:5]=[CH:6][CH:7]=1.[CH3:26][S:27](Cl)(=[O:29])=[O:28].O. The catalyst is N1C=CC=CC=1. The product is [OH:25][C:8]1([C:4]2[CH:3]=[C:2]([NH:1][S:27]([CH3:26])(=[O:29])=[O:28])[CH:7]=[CH:6][CH:5]=2)[CH:13]2[CH2:14][CH2:15][CH:9]1[CH2:10][N:11]([CH2:16][C:17]1[CH:18]=[CH:19][C:20]([O:23][CH3:24])=[CH:21][CH:22]=1)[CH2:12]2. The yield is 0.490. (3) The reactants are Cl.[Cl:2][C:3]1[CH:8]=[CH:7][C:6]([CH:9]([OH:23])[CH:10]2[CH2:15][CH2:14][N:13](C(OC(C)(C)C)=O)[CH2:12][CH2:11]2)=[CH:5][CH:4]=1. The catalyst is CO. The product is [ClH:2].[Cl:2][C:3]1[CH:8]=[CH:7][C:6]([CH:9]([CH:10]2[CH2:15][CH2:14][NH:13][CH2:12][CH2:11]2)[OH:23])=[CH:5][CH:4]=1. The yield is 0.950.